Dataset: Serine/threonine kinase 33 screen with 319,792 compounds. Task: Binary Classification. Given a drug SMILES string, predict its activity (active/inactive) in a high-throughput screening assay against a specified biological target. (1) The drug is O=C(Nc1c(CC[N+]([O-])=O)cccc1)Nc1ccc(cc1)C. The result is 0 (inactive). (2) The compound is S=C(N1CCN(CC1)CCO)Nc1ccc(SC(F)F)cc1. The result is 0 (inactive). (3) The compound is O=C(Nc1ccc(NC(=O)CC)cc1)c1cc2c(cc1)cccc2. The result is 0 (inactive). (4) The molecule is O=C1c2c(c(NCCNCCO)ccc2NCCNCCO)C(=O)c2c1c(O)ccc2O. The result is 1 (active). (5) The drug is s1cc(nc1C)c1ccc(C(=O)N2CCCC2)cc1. The result is 0 (inactive). (6) The compound is S(=O)(=O)(N(Cc1ccccc1)C)c1ccc(C(=O)N(CCCN(C)C)c2sc3c(n2)c(c(cc3)C)C)cc1. The result is 0 (inactive).